This data is from Full USPTO retrosynthesis dataset with 1.9M reactions from patents (1976-2016). The task is: Predict the reactants needed to synthesize the given product. (1) Given the product [CH2:34]([NH:33][C:31](=[O:32])[C:30]1[CH:37]=[CH:38][C:27]([NH:26][C:17]2[NH:16][C:15]3=[N:11][CH:12]=[CH:13][C:14]3=[C:19]([NH:20][CH2:21][C:22]([F:24])([F:25])[F:23])[N:18]=2)=[CH:28][CH:29]=1)[CH2:35][CH3:36], predict the reactants needed to synthesize it. The reactants are: CC1C=CC(S([N:11]2[C:15]3[N:16]=[C:17]([NH:26][C:27]4[CH:38]=[CH:37][C:30]([C:31]([NH:33][CH2:34][CH2:35][CH3:36])=[O:32])=[CH:29][CH:28]=4)[N:18]=[C:19]([NH:20][CH2:21][C:22]([F:25])([F:24])[F:23])[C:14]=3[CH:13]=[CH:12]2)(=O)=O)=CC=1.CO.C(=O)([O-])[O-].[K+].[K+]. (2) Given the product [CH:1]1([CH:6]([C:8]2[CH:13]=[CH:12][CH:11]=[CH:10][N:9]=2)[NH2:16])[CH2:5][CH2:4][CH2:3][CH2:2]1, predict the reactants needed to synthesize it. The reactants are: [CH:1]1([C:6]([C:8]2[CH:13]=[CH:12][CH:11]=[CH:10][N:9]=2)=O)[CH2:5][CH2:4][CH2:3][CH2:2]1.[BH3-]C#[N:16].[Na+].